This data is from Full USPTO retrosynthesis dataset with 1.9M reactions from patents (1976-2016). The task is: Predict the reactants needed to synthesize the given product. (1) Given the product [NH2:26][C:25]1[N:21]([CH2:20][CH2:19][CH2:18][NH:14][CH:15]([CH3:17])[CH3:16])[C:22]([S:30][C:31]2[C:36]([Cl:37])=[CH:35][C:34]([C:38]([F:41])([F:40])[F:39])=[CH:33][N:32]=2)=[N:23][C:24]=1[C:27]([NH2:28])=[O:29], predict the reactants needed to synthesize it. The reactants are: C(O)(C(F)(F)F)=O.C(OC(=O)[N:14]([CH2:18][CH2:19][CH2:20][N:21]1[C:25]([NH2:26])=[C:24]([C:27](=[O:29])[NH2:28])[N:23]=[C:22]1[S:30][C:31]1[C:36]([Cl:37])=[CH:35][C:34]([C:38]([F:41])([F:40])[F:39])=[CH:33][N:32]=1)[CH:15]([CH3:17])[CH3:16])(C)(C)C. (2) Given the product [C:14]([O:13][CH3:11])(=[O:15])[CH2:16][CH2:19][CH2:20][CH2:21][CH2:22][CH2:23][CH2:24][CH2:14][CH2:16][CH2:19][CH2:24][CH2:23][CH2:22][CH2:21][CH3:20], predict the reactants needed to synthesize it. The reactants are: O.[Na+].[Cl-].CN1[C@@H]2C[C@@H:11]([O:13][C:14]([CH:16]([C:19]3[CH:20]=[CH:21][CH:22]=[CH:23][CH:24]=3)CO)=[O:15])C[C@H]1CC2. (3) Given the product [CH2:20]([O:24][C:25]1[CH:26]=[C:27]([CH2:28][N:4]2[CH2:3][CH2:2][N:1]([C:7]3[CH:8]=[CH:9][C:10]4[N:11]([C:13]([C:16]([F:17])([F:18])[F:19])=[N:14][N:15]=4)[N:12]=3)[CH2:6][CH2:5]2)[CH:30]=[CH:31][CH:32]=1)[CH2:21][CH2:22][CH3:23], predict the reactants needed to synthesize it. The reactants are: [N:1]1([C:7]2[CH:8]=[CH:9][C:10]3[N:11]([C:13]([C:16]([F:19])([F:18])[F:17])=[N:14][N:15]=3)[N:12]=2)[CH2:6][CH2:5][NH:4][CH2:3][CH2:2]1.[CH2:20]([O:24][C:25]1[CH:26]=[C:27]([CH:30]=[CH:31][CH:32]=1)[CH:28]=O)[CH2:21][CH2:22][CH3:23]. (4) Given the product [NH2:1][C:2]1[S:3][C:4]2[C:10]([CH:11]([CH3:12])[CH3:13])=[C:9]([S:14][C:28]3[C:29](=[O:45])[O:30][C@:31]([CH2:36][CH2:37][C:38]4[CH:43]=[CH:42][C:41]([OH:44])=[CH:40][CH:39]=4)([CH:33]([CH3:35])[CH3:34])[CH2:32][C:27]=3[OH:26])[CH:8]=[C:7]([CH3:25])[C:5]=2[N:6]=1, predict the reactants needed to synthesize it. The reactants are: [NH2:1][C:2]1[S:3][C:4]2[C:10]([CH:11]([CH3:13])[CH3:12])=[C:9]([S:14]S(C3C=CC(C)=CC=3)(=O)=O)[CH:8]=[C:7]([CH3:25])[C:5]=2[N:6]=1.[OH:26][C:27]1[CH2:32][C@@:31]([CH2:36][CH2:37][C:38]2[CH:43]=[CH:42][C:41]([OH:44])=[CH:40][CH:39]=2)([CH:33]([CH3:35])[CH3:34])[O:30][C:29](=[O:45])[CH:28]=1.C(=O)([O-])[O-].[K+].[K+]. (5) Given the product [CH3:3][O:4][C:5]1[CH:6]=[CH:7][C:8]2[NH:14][C:13](=[O:15])[N:12]([CH:16]3[CH2:17][CH2:18][N:19]([C:22]([O:24][C@H:25]([CH2:46][C:47]4[CH:52]=[C:51]([C:53]([F:56])([F:54])[F:55])[C:50]([NH2:57])=[C:49]([Cl:58])[CH:48]=4)[C:26]([N:28]4[CH2:33][CH2:32][CH:31]([CH:34]5[CH2:39][CH2:38][N:37]([CH2:40][C:41]([OH:43])=[O:42])[CH2:36][CH2:35]5)[CH2:30][CH2:29]4)=[O:27])=[O:23])[CH2:20][CH2:21]3)[CH2:11][CH2:10][C:9]=2[CH:59]=1, predict the reactants needed to synthesize it. The reactants are: [Li+].[OH-].[CH3:3][O:4][C:5]1[CH:6]=[CH:7][C:8]2[NH:14][C:13](=[O:15])[N:12]([CH:16]3[CH2:21][CH2:20][N:19]([C:22]([O:24][C@H:25]([CH2:46][C:47]4[CH:52]=[C:51]([C:53]([F:56])([F:55])[F:54])[C:50]([NH2:57])=[C:49]([Cl:58])[CH:48]=4)[C:26]([N:28]4[CH2:33][CH2:32][CH:31]([CH:34]5[CH2:39][CH2:38][N:37]([CH2:40][C:41]([O:43]CC)=[O:42])[CH2:36][CH2:35]5)[CH2:30][CH2:29]4)=[O:27])=[O:23])[CH2:18][CH2:17]3)[CH2:11][CH2:10][C:9]=2[CH:59]=1.